From a dataset of Full USPTO retrosynthesis dataset with 1.9M reactions from patents (1976-2016). Predict the reactants needed to synthesize the given product. (1) Given the product [F:15][C:10]1[CH:11]=[CH:12][CH:13]=[CH:14][C:9]=1[O:8][C:5]1[N:6]=[CH:7][C:2]([CH:17]=[O:16])=[CH:3][CH:4]=1, predict the reactants needed to synthesize it. The reactants are: Br[C:2]1[CH:3]=[CH:4][C:5]([O:8][C:9]2[CH:14]=[CH:13][CH:12]=[CH:11][C:10]=2[F:15])=[N:6][CH:7]=1.[O:16]1CCC[CH2:17]1.C([Li])CCC.CN(C)C=O. (2) Given the product [OH2:19].[F:1][C:2]1[CH:10]=[CH:9][C:8]([C:11]#[C:12][C:13]2[CH:18]=[CH:17][C:16]([O:19][CH2:20][CH2:21][CH2:22][CH2:23][C:24]3[C:29]([F:30])=[CH:28][C:27]([F:31])=[C:26]([F:32])[C:25]=3[F:33])=[CH:15][CH:14]=2)=[C:7]2[C:3]=1[C:4]([CH2:41][CH2:42][CH2:43][C:44]([O-:46])=[O:45])=[C:5]([CH3:40])[N:6]2[CH2:34][CH2:35][CH2:36][C:37]([O-:39])=[O:38].[Na+:47].[Na+:47], predict the reactants needed to synthesize it. The reactants are: [F:1][C:2]1[CH:10]=[CH:9][C:8]([C:11]#[C:12][C:13]2[CH:18]=[CH:17][C:16]([O:19][CH2:20][CH2:21][CH2:22][CH2:23][C:24]3[C:29]([F:30])=[CH:28][C:27]([F:31])=[C:26]([F:32])[C:25]=3[F:33])=[CH:15][CH:14]=2)=[C:7]2[C:3]=1[C:4]([CH2:41][CH2:42][CH2:43][C:44]([O-:46])=[O:45])=[C:5]([CH3:40])[N:6]2[CH2:34][CH2:35][CH2:36][C:37]([O-:39])=[O:38].[Na+:47].[Na+].CO.CC(C)=O. (3) Given the product [N:23]1([C:20]2[N:19]=[C:18]([CH2:27][N:28]3[C@@H:32]([CH3:33])[C@@H:31]([C:34]4[CH:35]=[C:36]([C:44]([F:46])([F:45])[F:47])[CH:37]=[C:38]([C:40]([F:41])([F:43])[F:42])[CH:39]=4)[O:30][C:29]3=[O:48])[C:17]([C:11]3[CH:10]=[C:9]([CH2:8][C:7]([CH3:49])([CH3:50])[C:6]([OH:51])=[O:5])[CH:14]=[CH:13][C:12]=3[O:15][CH3:16])=[CH:22][CH:21]=2)[CH2:26][CH2:25][CH2:24]1, predict the reactants needed to synthesize it. The reactants are: C([O:5][C:6](=[O:51])[C:7]([CH3:50])([CH3:49])[CH2:8][C:9]1[CH:14]=[CH:13][C:12]([O:15][CH3:16])=[C:11]([C:17]2[C:18]([CH2:27][N:28]3[C@@H:32]([CH3:33])[C@@H:31]([C:34]4[CH:39]=[C:38]([C:40]([F:43])([F:42])[F:41])[CH:37]=[C:36]([C:44]([F:47])([F:46])[F:45])[CH:35]=4)[O:30][C:29]3=[O:48])=[N:19][C:20]([N:23]3[CH2:26][CH2:25][CH2:24]3)=[CH:21][CH:22]=2)[CH:10]=1)(C)(C)C.C(O)(C(F)(F)F)=O.[OH-].[K+].C(O)(=O)C.